This data is from Full USPTO retrosynthesis dataset with 1.9M reactions from patents (1976-2016). The task is: Predict the reactants needed to synthesize the given product. Given the product [C:12](=[N:25][NH:26][C:2]1[CH:11]=[CH:10][CH:9]=[C:8]2[C:3]=1[CH:4]=[CH:5][N:6]=[CH:7]2)([C:19]1[CH:20]=[CH:21][CH:22]=[CH:23][CH:24]=1)[C:13]1[CH:18]=[CH:17][CH:16]=[CH:15][CH:14]=1, predict the reactants needed to synthesize it. The reactants are: Br[C:2]1[CH:11]=[CH:10][CH:9]=[C:8]2[C:3]=1[CH:4]=[CH:5][N:6]=[CH:7]2.[C:12](=[N:25][NH2:26])([C:19]1[CH:24]=[CH:23][CH:22]=[CH:21][CH:20]=1)[C:13]1[CH:18]=[CH:17][CH:16]=[CH:15][CH:14]=1.